From a dataset of Experimentally validated miRNA-target interactions with 360,000+ pairs, plus equal number of negative samples. Binary Classification. Given a miRNA mature sequence and a target amino acid sequence, predict their likelihood of interaction. (1) The miRNA is hsa-miR-6778-3p with sequence UGCCUCCCUGACAUUCCACAG. The protein sequence of the target gene is MLPPPRPAAALALPVLLLLLVVLTPPPTGARPSPGPDYLRRGWMRLLAEGEGCAPCRPEECAAPRGCLAGRVRDACGCCWECANLEGQLCDLDPSAHFYGHCGEQLECRLDTGGDLSRGEVPEPLCACRSQSPLCGSDGHTYSQICRLQEAARARPDANLTVAHPGPCESGPQIVSHPYDTWNVTGQDVIFGCEVFAYPMASIEWRKDGLDIQLPGDDPHISVQFRGGPQRFEVTGWLQIQAVRPSDEGTYRCLGRNALGQVEAPASLTVLTPDQLNSTGIPQLRSLNLVPEEEAESEEN.... Result: 1 (interaction). (2) The miRNA is hsa-miR-4659a-3p with sequence UUUCUUCUUAGACAUGGCAACG. The protein sequence of the target gene is MGGCFCIPRERSLTRGPGKETPSKDPTVSSECIASSEYKEKCFLPQNINPDLTLSFCVKSRSRRCVNGPLQEAARRRLWALENEDQEVRMLFKDLSARLVSIQSQRAQFLITFKTMEEIWKFSTYLNLGYVSMCLEHLLFDHKYWLNCILVEDTEIQVSVDDKHLETIYLGLLIQEGHFFCRALCSVTPPAEKEGECLTLCKNELISVKMAEAGSELEGVSLVTGQRGLVLVSALEPLPLPFHQWFLKNYPGSCGLSRKRDWTGSYQIGRGRCKALTGYEPGEKDELNFYQGESIEIIGF.... Result: 1 (interaction). (3) The protein sequence of the target gene is MASARGAKQSSPRVGTTRYTETSTVRVETSSHRVETSSRRVETSQRRSEGPSLSPSGKRLPRILEASSRHVESSSQRTETTSRHVRASSLRVETSLHCAESPTPRAKPAARQNEKTAR. Result: 0 (no interaction). The miRNA is hsa-miR-548av-3p with sequence AAAACUGCAGUUACUUUUGC.